Dataset: CYP2C9 inhibition data for predicting drug metabolism from PubChem BioAssay. Task: Regression/Classification. Given a drug SMILES string, predict its absorption, distribution, metabolism, or excretion properties. Task type varies by dataset: regression for continuous measurements (e.g., permeability, clearance, half-life) or binary classification for categorical outcomes (e.g., BBB penetration, CYP inhibition). Dataset: cyp2c9_veith. (1) The molecule is CN(C)C(=O)c1ccc(-c2nc(Nc3ccccc3)c3ccccc3n2)cc1. The result is 0 (non-inhibitor). (2) The drug is COCC(=O)N1CCC2(CCN(Cc3ccccc3OC)CC2)CC1. The result is 0 (non-inhibitor).